Dataset: Peptide-MHC class I binding affinity with 185,985 pairs from IEDB/IMGT. Task: Regression. Given a peptide amino acid sequence and an MHC pseudo amino acid sequence, predict their binding affinity value. This is MHC class I binding data. (1) The peptide sequence is FLADYRGKT. The MHC is HLA-A01:01 with pseudo-sequence HLA-A01:01. The binding affinity (normalized) is 0.0847. (2) The peptide sequence is VVPDGYNLMGK. The MHC is Mamu-A01 with pseudo-sequence Mamu-A01. The binding affinity (normalized) is 0.398.